This data is from Reaction yield outcomes from USPTO patents with 853,638 reactions. The task is: Predict the reaction yield, written as a fraction of the theoretical maximum amount of product (1.0 means a 100% yield; for example, 0.34 means a 34% yield). (1) The reactants are [F:1][C:2]1[CH:21]=[CH:20][C:5]([C:6]([NH:8][C:9]2[N:14]=[CH:13][C:12]([CH:15]([CH3:19])[C:16]([OH:18])=O)=[CH:11][CH:10]=2)=[O:7])=[CH:4][CH:3]=1.ON1C2C=CC=CC=2N=N1.C(N=C=NCCCN(C)C)C.C(N(CC)CC)C.[C:50]([C:54]1[CH:58]=[C:57]([CH2:59][NH2:60])[N:56]([C:61]2[CH:66]=[CH:65][CH:64]=[C:63]([Cl:67])[CH:62]=2)[N:55]=1)([CH3:53])([CH3:52])[CH3:51]. The catalyst is CN(C)C=O.O. The product is [C:50]([C:54]1[CH:58]=[C:57]([CH2:59][NH:60][C:16](=[O:18])[CH:15]([C:12]2[CH:11]=[CH:10][C:9]([NH:8][C:6](=[O:7])[C:5]3[CH:4]=[CH:3][C:2]([F:1])=[CH:21][CH:20]=3)=[N:14][CH:13]=2)[CH3:19])[N:56]([C:61]2[CH:66]=[CH:65][CH:64]=[C:63]([Cl:67])[CH:62]=2)[N:55]=1)([CH3:53])([CH3:51])[CH3:52]. The yield is 0.500. (2) The reactants are [C:1]([O:5][C:6](=[O:33])/[CH:7]=[CH:8]/[C:9]1[C:14](=[O:15])[N:13]2[CH:16]=[CH:17][C:18]([C:20](=[O:31])[NH:21][C:22]3[S:23][CH:24]=[C:25]([C:27]([CH3:30])([CH3:29])[CH3:28])[N:26]=3)=[CH:19][C:12]2=[N:11][C:10]=1O)([CH3:4])([CH3:3])[CH3:2].S(Cl)(C1C=CC(C)=CC=1)(=O)=O.[CH3:45][N:46]([CH3:54])[CH2:47][CH2:48][CH2:49][CH2:50][C:51]([OH:53])=O.CCN=C=NC[CH2:61][CH2:62][N:63]([CH3:65])C.Cl.[CH3:67][N:68](C)C=O. The catalyst is CN(C)C1C=CN=CC=1.C(Cl)Cl. The product is [C:1]([O:5][C:6](=[O:33])/[CH:7]=[CH:8]/[C:9]1[C:14](=[O:15])[N:13]2[CH:16]=[CH:17][C:18]([C:20](=[O:31])[NH:21][C:22]3[S:23][CH:24]=[C:25]([C:27]([CH3:28])([CH3:30])[CH3:29])[N:26]=3)=[CH:19][C:12]2=[N:11][C:10]=1[N:63]1[CH2:62][CH2:61][N:68]([C:51](=[O:53])[CH2:50][CH2:49][CH2:48][CH2:47][N:46]([CH3:45])[CH3:54])[CH2:67][CH2:65]1)([CH3:3])([CH3:2])[CH3:4]. The yield is 0.550. (3) The reactants are [CH3:1][C:2]1[NH:3][C:4]2[C:9]([C:10]=1[CH3:11])=[C:8]([N:12]1[CH2:17][CH2:16][NH:15][CH2:14][CH2:13]1)[CH:7]=[CH:6][C:5]=2[C:18]#[N:19].[OH:20]S(O)(=O)=O.[OH-].[K+]. No catalyst specified. The product is [CH3:1][C:2]1[NH:3][C:4]2[C:9]([C:10]=1[CH3:11])=[C:8]([N:12]1[CH2:13][CH2:14][NH:15][CH2:16][CH2:17]1)[CH:7]=[CH:6][C:5]=2[C:18]([NH2:19])=[O:20]. The yield is 0.580. (4) The reactants are [Br:1][C:2]1[CH:15]=[CH:14][C:5]([O:6][C:7]2[CH:13]=[CH:12][C:10]([NH2:11])=[CH:9][CH:8]=2)=[CH:4][CH:3]=1.C(OC([NH:23][C@@H:24]([CH2:28][O:29][CH2:30][C:31]1[CH:36]=[CH:35][C:34]([F:37])=[CH:33][CH:32]=1)[C:25](O)=[O:26])=O)(C)(C)C. No catalyst specified. The product is [NH2:23][C@@H:24]([CH2:28][O:29][CH2:30][C:31]1[CH:32]=[CH:33][C:34]([F:37])=[CH:35][CH:36]=1)[C:25]([NH:11][C:10]1[CH:12]=[CH:13][C:7]([O:6][C:5]2[CH:14]=[CH:15][C:2]([Br:1])=[CH:3][CH:4]=2)=[CH:8][CH:9]=1)=[O:26]. The yield is 0.500. (5) The reactants are CC1(C)C(C)(C)OBO1.Br[C:11]1[C:12]2[O:21][C:20]([CH2:22][OH:23])=[CH:19][C:13]=2[C:14](=[O:18])[N:15]([CH3:17])[CH:16]=1.C(N(CC)CC)C.C(=O)([O-])[O-].[K+].[K+].Br[C:38]1[CH:43]=[CH:42][N:41]=[C:40]([NH:44][C:45](=[O:47])[CH3:46])[CH:39]=1. The catalyst is O1CCOCC1.CCOCC.CO.C1C=CC([P]([Pd]([P](C2C=CC=CC=2)(C2C=CC=CC=2)C2C=CC=CC=2)([P](C2C=CC=CC=2)(C2C=CC=CC=2)C2C=CC=CC=2)[P](C2C=CC=CC=2)(C2C=CC=CC=2)C2C=CC=CC=2)(C2C=CC=CC=2)C2C=CC=CC=2)=CC=1.CC(C1C=CC=C(C(C)C)C=1N1C=CN(C2C(C(C)C)=CC=CC=2C(C)C)C1)C.C1C=NC=C(Cl)C=1.Cl[Pd]Cl.O.C(O)(C)C. The product is [OH:23][CH2:22][C:20]1[O:21][C:12]2[C:11]([C:38]3[CH:43]=[CH:42][N:41]=[C:40]([NH:44][C:45](=[O:47])[CH3:46])[CH:39]=3)=[CH:16][N:15]([CH3:17])[C:14](=[O:18])[C:13]=2[CH:19]=1. The yield is 0.689. (6) The reactants are Br[C:2]1[C:3]([F:19])=[CH:4][C:5]2[O:11][CH2:10][CH2:9][N:8]3[CH:12]=[C:13]([C:15]([NH2:17])=[O:16])[N:14]=[C:7]3[C:6]=2[CH:18]=1.[N:20]1[CH:25]=[CH:24][CH:23]=[CH:22][C:21]=1[C:26]([OH:30])([C:28]#[CH:29])[CH3:27]. No catalyst specified. The product is [F:19][C:3]1[C:2]([C:29]#[C:28][C:26]([OH:30])([C:21]2[CH:22]=[CH:23][CH:24]=[CH:25][N:20]=2)[CH3:27])=[CH:18][C:6]2[C:7]3[N:8]([CH:12]=[C:13]([C:15]([NH2:17])=[O:16])[N:14]=3)[CH2:9][CH2:10][O:11][C:5]=2[CH:4]=1. The yield is 0.300. (7) The catalyst is CN1CCCC1=O.C(Cl)Cl. The product is [C:16]([O:20][C:21](=[N:35][NH:36][C:37]([NH2:39])=[O:38])[CH2:22][C@H:23]([NH:26][C:27](=[O:34])[C@H:28]([CH2:30][CH:31]([CH3:33])[CH3:32])[NH:29][C:13](=[O:15])[CH2:12][NH:11][C:1]1[C:10]2[C:5](=[CH:6][CH:7]=[CH:8][CH:9]=2)[CH:4]=[CH:3][CH:2]=1)[CH:24]=[O:25])([CH3:18])([CH3:19])[CH3:17]. The reactants are [C:1]1([NH:11][CH2:12][C:13]([OH:15])=O)[C:10]2[C:5](=[CH:6][CH:7]=[CH:8][CH:9]=2)[CH:4]=[CH:3][CH:2]=1.[C:16]([O:20][C:21](=[N:35][NH:36][C:37]([NH2:39])=[O:38])[CH2:22][C@H:23]([NH:26][C:27](=[O:34])[C@H:28]([CH2:30][CH:31]([CH3:33])[CH3:32])[NH2:29])[CH:24]=[O:25])([CH3:19])([CH3:18])[CH3:17].O.OC1C2N=NNC=2C=CC=1.Cl.C(N=C=NC(N)CC(C)C)C. The yield is 1.00.